Dataset: Forward reaction prediction with 1.9M reactions from USPTO patents (1976-2016). Task: Predict the product of the given reaction. (1) Given the reactants [Cl:1][C:2]1[C:3]([O:12][C:13]2[CH:18]=[C:17]([O:19][CH:20]([CH2:25][O:26][CH2:27][CH3:28])[CH2:21][O:22][CH2:23][CH3:24])[CH:16]=[CH:15][C:14]=2[CH2:29][CH2:30][CH2:31][OH:32])=[N:4][CH:5]=[C:6]([C:8]([F:11])([F:10])[F:9])[CH:7]=1.Cl[S:34]([N:37]=[C:38]=[O:39])(=[O:36])=[O:35].N1C=CC=CC=1.[CH:46]([O:49][CH2:50][CH2:51][NH2:52])([CH3:48])[CH3:47], predict the reaction product. The product is: [CH:46]([O:49][CH2:50][CH2:51][NH:52][S:34]([NH:37][C:38](=[O:39])[O:32][CH2:31][CH2:30][CH2:29][C:14]1[CH:15]=[CH:16][C:17]([O:19][CH:20]([CH2:25][O:26][CH2:27][CH3:28])[CH2:21][O:22][CH2:23][CH3:24])=[CH:18][C:13]=1[O:12][C:3]1[C:2]([Cl:1])=[CH:7][C:6]([C:8]([F:10])([F:9])[F:11])=[CH:5][N:4]=1)(=[O:36])=[O:35])([CH3:48])[CH3:47]. (2) Given the reactants [Cl:1][C:2]1[CH:7]=[CH:6][C:5]([C:8]2[C:17]3[C:12](=[CH:13][CH:14]=[CH:15][CH:16]=3)[C:11]([NH:18][C:19]3[CH:24]=[CH:23][C:22]([S:25][C:26]4[C:35]5[C:30](=[CH:31][CH:32]=[C:33]([OH:36])[CH:34]=5)[N:29]=[CH:28][CH:27]=4)=[CH:21][CH:20]=3)=[N:10][N:9]=2)=[CH:4][CH:3]=1.C(=O)([O-])[O-].[K+].[K+].Br[CH2:44][CH2:45][O:46][CH2:47][CH2:48][O:49][CH3:50], predict the reaction product. The product is: [Cl:1][C:2]1[CH:3]=[CH:4][C:5]([C:8]2[C:17]3[C:12](=[CH:13][CH:14]=[CH:15][CH:16]=3)[C:11]([NH:18][C:19]3[CH:24]=[CH:23][C:22]([S:25][C:26]4[C:35]5[C:30](=[CH:31][CH:32]=[C:33]([O:36][CH2:44][CH2:45][O:46][CH2:47][CH2:48][O:49][CH3:50])[CH:34]=5)[N:29]=[CH:28][CH:27]=4)=[CH:21][CH:20]=3)=[N:10][N:9]=2)=[CH:6][CH:7]=1. (3) Given the reactants OC(C(F)(F)F)=O.[NH2:8][CH:9]1[C:36]2[C:31](=[C:32]([Br:37])[CH:33]=[CH:34][CH:35]=2)[C:11]2([CH2:16][CH2:15][N:14]([C:17](=[O:30])/[CH:18]=[CH:19]/[C:20]3[CH:25]=[CH:24][CH:23]=[CH:22][C:21]=3[C:26]([F:29])([F:28])[F:27])[CH2:13][CH2:12]2)[CH2:10]1.CCN(C(C)C)C(C)C.[CH3:47][N:48]=[C:49]=[O:50], predict the reaction product. The product is: [Br:37][C:32]1[CH:33]=[CH:34][CH:35]=[C:36]2[C:31]=1[C:11]1([CH2:16][CH2:15][N:14]([C:17](=[O:30])/[CH:18]=[CH:19]/[C:20]3[CH:25]=[CH:24][CH:23]=[CH:22][C:21]=3[C:26]([F:27])([F:28])[F:29])[CH2:13][CH2:12]1)[CH2:10][CH:9]2[NH:8][C:49]([NH:48][CH3:47])=[O:50].